Dataset: Reaction yield outcomes from USPTO patents with 853,638 reactions. Task: Predict the reaction yield, written as a fraction of the theoretical maximum amount of product (1.0 means a 100% yield; for example, 0.34 means a 34% yield). (1) The reactants are [NH2:1][C:2]1[CH:3]=[CH:4][C:5]2[CH2:11][CH2:10][CH:9]([NH:12][CH2:13][CH2:14][OH:15])[CH2:8][CH2:7][C:6]=2[C:16]=1[O:17][CH3:18].Cl[C:20]1[N:25]=[C:24]([NH:26][C:27]2[CH:32]=[CH:31][C:30]([N:33]3[CH2:38][CH2:37][O:36][CH2:35][CH2:34]3)=[CH:29][C:28]=2[O:39][CH3:40])[C:23]([Cl:41])=[CH:22][N:21]=1. No catalyst specified. The product is [Cl:41][C:23]1[C:24]([NH:26][C:27]2[CH:32]=[CH:31][C:30]([N:33]3[CH2:34][CH2:35][O:36][CH2:37][CH2:38]3)=[CH:29][C:28]=2[O:39][CH3:40])=[N:25][C:20]([NH:1][C:2]2[CH:3]=[CH:4][C:5]3[CH2:11][CH2:10][CH:9]([NH:12][CH2:13][CH2:14][OH:15])[CH2:8][CH2:7][C:6]=3[C:16]=2[O:17][CH3:18])=[N:21][CH:22]=1. The yield is 0.380. (2) The product is [CH2:1]1[C:9]2[C:4](=[CH:5][CH:6]=[CH:7][CH:8]=2)[CH2:3][CH:2]1[CH:10]([NH:16][CH:13]1[CH2:15][CH2:14]1)[CH3:11]. The catalyst is CO. The yield is 0.280. The reactants are [CH2:1]1[C:9]2[C:4](=[CH:5][CH:6]=[CH:7][CH:8]=2)[CH2:3][CH:2]1[C:10](=O)[CH3:11].[CH:13]1([NH2:16])[CH2:15][CH2:14]1.C(O)(=O)C.C([BH3-])#N.[Na+]. (3) The reactants are [Cl:1][C:2]1[CH:3]=[CH:4][C:5]([CH3:11])=[C:6]([N:8]=[C:9]=[S:10])[CH:7]=1.[CH3:12][N:13]1[CH:17]=[CH:16][C:15]([NH2:18])=[N:14]1. No catalyst specified. The product is [Cl:1][C:2]1[CH:3]=[CH:4][C:5]([CH3:11])=[C:6]([NH:8][C:9]([NH:18][C:15]2[CH:16]=[CH:17][N:13]([CH3:12])[N:14]=2)=[S:10])[CH:7]=1. The yield is 0.950. (4) The product is [ClH:10].[C:2]([C:3]1[CH:4]=[C:5]([NH2:6])[N:19]([C:15]2[CH:16]=[CH:17][CH:18]=[C:13]([O:12][CH3:11])[CH:14]=2)[N:20]=1)([CH3:9])([CH3:8])[CH3:1]. The reactants are [CH3:1][C:2]([CH3:9])([CH3:8])[C:3](=O)[CH2:4][C:5]#[N:6].[ClH:10].[CH3:11][O:12][C:13]1[CH:14]=[C:15]([NH:19][NH2:20])[CH:16]=[CH:17][CH:18]=1.C(O)(=O)C. The catalyst is C(O)C. The yield is 0.560. (5) The reactants are [CH2:1]([O:8][N:9]1[C:12]2([CH:17]([OH:18])[CH:16]([O:19][Si](C)(C)C)[C:15](C#N)([OH:24])[CH:14]([O:27][Si:28]([C:31]([CH3:34])([CH3:33])[CH3:32])([CH3:30])[CH3:29])[CH:13]2[O:35][Si:36]([CH3:39])([CH3:38])[CH3:37])[CH2:11][C:10]1=[O:40])[C:2]1[CH:7]=[CH:6][CH:5]=[CH:4][CH:3]=1.C1(P(=CC(OC)=O)(C2C=CC=CC=2)C2C=CC=CC=2)C=CC=CC=1. The catalyst is C1C=CC=CC=1. The product is [CH2:1]([O:8][N:9]1[C:12]2([CH:17]([OH:18])[CH:16]([OH:19])[C:15](=[O:24])[CH:14]([O:27][Si:28]([C:31]([CH3:32])([CH3:33])[CH3:34])([CH3:29])[CH3:30])[CH:13]2[O:35][Si:36]([CH3:37])([CH3:38])[CH3:39])[CH2:11][C:10]1=[O:40])[C:2]1[CH:3]=[CH:4][CH:5]=[CH:6][CH:7]=1. The yield is 0.380. (6) The reactants are [ClH:1].[NH2:2][CH2:3][C:4]([O:6][CH2:7][CH3:8])=[O:5].[I:9][C:10]1[CH:17]=[CH:16][C:13]([CH2:14]Br)=[CH:12][CH:11]=1.C([O-])([O-])=O.[K+].[K+].Cl. The catalyst is CN(C=O)C.O. The product is [ClH:1].[I:9][C:10]1[CH:17]=[CH:16][C:13]([CH2:14][NH:2][CH2:3][C:4]([O:6][CH2:7][CH3:8])=[O:5])=[CH:12][CH:11]=1. The yield is 0.290. (7) The reactants are Br[C:2]1[CH:7]=[CH:6][CH:5]=[CH:4][C:3]=1[O:8][CH2:9][CH2:10][O:11][CH3:12].[CH3:13][O:14][C:15]1[CH:40]=[CH:39][C:18]([CH2:19][N:20]([C:34]2[S:35][CH:36]=[CH:37][N:38]=2)[S:21]([C:24]2[CH:25]=[CH:26][C:27]3[NH:32][CH2:31][CH2:30][O:29][C:28]=3[CH:33]=2)(=[O:23])=[O:22])=[CH:17][CH:16]=1.CC1(C)C2C(=C(P(C3C=CC=CC=3)C3C=CC=CC=3)C=CC=2)OC2C(P(C3C=CC=CC=3)C3C=CC=CC=3)=CC=CC1=2.CC(C)([O-])C.[Na+]. The catalyst is C1(C)C=CC=CC=1.C1C=CC(/C=C/C(/C=C/C2C=CC=CC=2)=O)=CC=1.C1C=CC(/C=C/C(/C=C/C2C=CC=CC=2)=O)=CC=1.C1C=CC(/C=C/C(/C=C/C2C=CC=CC=2)=O)=CC=1.[Pd].[Pd]. The product is [CH3:13][O:14][C:15]1[CH:16]=[CH:17][C:18]([CH2:19][N:20]([C:34]2[S:35][CH:36]=[CH:37][N:38]=2)[S:21]([C:24]2[CH:25]=[CH:26][C:27]3[N:32]([C:2]4[CH:7]=[CH:6][CH:5]=[CH:4][C:3]=4[O:8][CH2:9][CH2:10][O:11][CH3:12])[CH2:31][CH2:30][O:29][C:28]=3[CH:33]=2)(=[O:23])=[O:22])=[CH:39][CH:40]=1. The yield is 0.442.